Dataset: Catalyst prediction with 721,799 reactions and 888 catalyst types from USPTO. Task: Predict which catalyst facilitates the given reaction. Reactant: [Br:1][C:2]1[C:3]([CH3:12])=[C:4]([C:8]([O:10][CH3:11])=[O:9])[O:5][C:6]=1Br.[Li]CCCC. Product: [Br:1][C:2]1[C:3]([CH3:12])=[C:4]([C:8]([O:10][CH3:11])=[O:9])[O:5][CH:6]=1. The catalyst class is: 1.